Dataset: Full USPTO retrosynthesis dataset with 1.9M reactions from patents (1976-2016). Task: Predict the reactants needed to synthesize the given product. (1) Given the product [C:15]1([CH:14]([C:21]2[CH:26]=[CH:25][CH:24]=[CH:23][CH:22]=2)[CH2:13][NH:12][C:10]2[C:9]3[C:4](=[CH:5][CH:6]=[CH:7][CH:8]=3)[N:3]=[C:2]([C:35]3[CH:34]=[N:33][C:32]([NH:31][CH2:30][CH2:29][O:28][CH3:27])=[N:37][CH:36]=3)[N:11]=2)[CH:20]=[CH:19][CH:18]=[CH:17][CH:16]=1, predict the reactants needed to synthesize it. The reactants are: Cl[C:2]1[N:11]=[C:10]([NH:12][CH2:13][CH:14]([C:21]2[CH:26]=[CH:25][CH:24]=[CH:23][CH:22]=2)[C:15]2[CH:20]=[CH:19][CH:18]=[CH:17][CH:16]=2)[C:9]2[C:4](=[CH:5][CH:6]=[CH:7][CH:8]=2)[N:3]=1.[CH3:27][O:28][CH2:29][CH2:30][NH:31][C:32]1[N:37]=[CH:36][C:35](B2OC(C)(C)C(C)(C)O2)=[CH:34][N:33]=1.C(NC1C2C(=CC=CC=2)N=C(C2SC3C=CC=CC=3C=2)N=1)(C1C=CC=CC=1)C1C=CC=CC=1. (2) Given the product [CH2:1]([N:5]1[C:12]([C:13]2[S:14][C:15]([C:34]#[N:35])=[CH:16][CH:17]=2)=[C:11]2[C:7](=[C:8]([C:24]3[S:25][C:26]([C:32]#[N:33])=[CH:27][CH:28]=3)[N:9]([CH2:20][CH2:21][CH2:22][CH3:23])[C:10]2=[O:19])[C:6]1=[O:30])[CH2:2][CH2:3][CH3:4], predict the reactants needed to synthesize it. The reactants are: [CH2:1]([N:5]1[C:12]([C:13]2[S:14][C:15](Br)=[CH:16][CH:17]=2)=[C:11]2[C:7](=[C:8]([C:24]3[S:25][C:26](Br)=[CH:27][CH:28]=3)[N:9]([CH2:20][CH2:21][CH2:22][CH3:23])[C:10]2=[O:19])[C:6]1=[O:30])[CH2:2][CH2:3][CH3:4].[Cu][C:32]#[N:33].[CH3:34][N:35](C=O)C. (3) Given the product [Br:37][C:38]1[CH:45]=[CH:44][C:41](/[CH:42]=[CH:8]\[C:7]2[CH:28]=[CH:29][C:4]([Br:3])=[CH:5][C:6]=2[I:30])=[C:40]([I:46])[CH:39]=1, predict the reactants needed to synthesize it. The reactants are: [PH4+].[Br-].[Br:3][C:4]1[CH:29]=[CH:28][C:7]([CH2:8][P+](C2C=CC=CC=2)(C2C=CC=CC=2)C2C=CC=CC=2)=[C:6]([I:30])[CH:5]=1.CC(C)([O-])C.[K+].[Br:37][C:38]1[CH:45]=[CH:44][C:41]([CH:42]=O)=[C:40]([I:46])[CH:39]=1. (4) Given the product [C:1]([O:5][C:6]([N:8]1[CH2:14][CH2:13][CH2:12][N:11]([C:15]2[N:16]([N:25]([CH3:24])[C:26](=[O:27])[CH3:34])[C:17]3[CH:23]=[CH:22][CH:21]=[CH:20][C:18]=3[N:19]=2)[CH2:10][CH2:9]1)=[O:7])([CH3:4])([CH3:2])[CH3:3], predict the reactants needed to synthesize it. The reactants are: [C:1]([O:5][C:6]([N:8]1[CH2:14][CH2:13][CH2:12][N:11]([C:15]2[NH:19][C:18]3[CH:20]=[CH:21][CH:22]=[CH:23][C:17]=3[N:16]=2)[CH2:10][CH2:9]1)=[O:7])([CH3:4])([CH3:3])[CH3:2].[CH3:24][N:25](C)[CH:26]=[O:27].[H-].[Na+].CO.Cl[CH2:34]Cl. (5) The reactants are: C1(CONC([C:9]2[C:10](NC3C=CC(Br)=CC=3Cl)=[C:11](Cl)[C:12]3[N:13]([C:15](CN4CCOCC4)=CN=3)[CH:14]=2)=O)CC1.[OH:35][CH2:36][CH2:37][O:38][NH:39][C:40]([C:42]1[C:43]([NH:52][C:53]2[CH:58]=[CH:57][C:56]([Br:59])=[CH:55][C:54]=2[Cl:60])=[C:44]([Cl:51])[C:45]2[N:46]([CH:48]=[CH:49][N:50]=2)[CH:47]=1)=[O:41].N1CCOCC1. Given the product [OH:35][CH2:36][CH2:37][O:38][NH:39][C:40]([C:42]1[C:43]([NH:52][C:53]2[CH:58]=[CH:57][C:56]([Br:59])=[CH:55][C:54]=2[Cl:60])=[C:44]([Cl:51])[C:45]2[N:46]([C:48]([CH2:15][N:13]3[CH2:14][CH2:9][CH2:10][CH2:11][CH2:12]3)=[CH:49][N:50]=2)[CH:47]=1)=[O:41], predict the reactants needed to synthesize it. (6) Given the product [C:21]([C:2]1[CH:3]=[N:4][CH:5]=[CH:6][C:7]=1[CH2:8][CH:9]1[CH2:17][C:16]2[C:11](=[CH:12][CH:13]=[C:14]([O:18][CH3:19])[CH:15]=2)[C:10]1=[O:20])(=[O:23])[CH3:22], predict the reactants needed to synthesize it. The reactants are: Br[C:2]1[CH:3]=[N:4][CH:5]=[CH:6][C:7]=1[CH2:8][CH:9]1[CH2:17][C:16]2[C:11](=[CH:12][CH:13]=[C:14]([O:18][CH3:19])[CH:15]=2)[C:10]1=[O:20].[CH2:21]([O:23]C([Sn](CCCC)(CCCC)CCCC)=C)[CH3:22]. (7) Given the product [CH2:23]([CH:30]1[CH2:31][CH2:32][N:33]([C:36]2[C:37]([F:45])=[CH:38][C:39]([OH:43])=[C:40]([F:42])[CH:41]=2)[CH2:34][CH2:35]1)[C:24]1[CH:25]=[CH:26][CH:27]=[CH:28][CH:29]=1, predict the reactants needed to synthesize it. The reactants are: COC1C=CC(N2CCN(CCC3C=CC=CC=3)CC2)=CC=1.[CH2:23]([CH:30]1[CH2:35][CH2:34][N:33]([C:36]2[CH:41]=[C:40]([F:42])[C:39]([O:43]C)=[CH:38][C:37]=2[F:45])[CH2:32][CH2:31]1)[C:24]1[CH:29]=[CH:28][CH:27]=[CH:26][CH:25]=1.